Dataset: Forward reaction prediction with 1.9M reactions from USPTO patents (1976-2016). Task: Predict the product of the given reaction. Given the reactants [C:9](O[C:9]([O:11][C:12]([CH3:15])([CH3:14])[CH3:13])=[O:10])([O:11][C:12]([CH3:15])([CH3:14])[CH3:13])=[O:10].[CH:16]1([C:22]2([CH2:28][OH:29])[CH2:27][CH2:26][NH:25][CH2:24][CH2:23]2)[CH2:21][CH2:20][CH2:19][CH2:18][CH2:17]1.C(N(CC)CC)C, predict the reaction product. The product is: [C:12]([O:11][C:9]([N:25]1[CH2:24][CH2:23][C:22]([CH:16]2[CH2:17][CH2:18][CH2:19][CH2:20][CH2:21]2)([CH2:28][OH:29])[CH2:27][CH2:26]1)=[O:10])([CH3:13])([CH3:14])[CH3:15].